Dataset: Catalyst prediction with 721,799 reactions and 888 catalyst types from USPTO. Task: Predict which catalyst facilitates the given reaction. (1) Reactant: [F:1][C:2]1([F:25])[O:6][C:5]2[CH:7]=[CH:8][CH:9]=[C:10]([N:11]3[CH:16]=[CH:15][C:14](=[O:17])[C:13]([C:18](=O)/[CH:19]=[CH:20]/[N:21](C)C)=[N:12]3)[C:4]=2[O:3]1.[NH:26]([C:28]1[CH:29]=[C:30]([CH:33]=[CH:34][CH:35]=1)[C:31]#[N:32])N. Product: [F:25][C:2]1([F:1])[O:6][C:5]2[CH:7]=[CH:8][CH:9]=[C:10]([N:11]3[CH:16]=[CH:15][C:14](=[O:17])[C:13]([C:18]4[N:26]([C:28]5[CH:29]=[C:30]([CH:33]=[CH:34][CH:35]=5)[C:31]#[N:32])[N:21]=[CH:20][CH:19]=4)=[N:12]3)[C:4]=2[O:3]1. The catalyst class is: 8. (2) Reactant: B(Br)(Br)Br.[Cl:5][C:6]1[CH:7]=[C:8]([CH2:14][C:15]#[N:16])[CH:9]=[C:10]([O:12]C)[CH:11]=1.O. Product: [Cl:5][C:6]1[CH:7]=[C:8]([CH2:14][C:15]#[N:16])[CH:9]=[C:10]([OH:12])[CH:11]=1. The catalyst class is: 2. (3) Reactant: [H-].[Na+].Cl[CH2:4][C:5]1[CH:10]=[CH:9][C:8]([C@H:11]2[C@H:16]([O:17][Si](C(C)C)(C(C)C)C(C)C)[CH2:15][NH:14][CH2:13][C@@H:12]2[O:28][CH:29]([C:40]2[CH:41]=[CH:42][C:43]3[O:48][CH2:47][CH2:46][N:45]([CH2:49][CH2:50][CH2:51][O:52][CH3:53])[C:44]=3[CH:54]=2)S(C2C=CC(C)=CC=2)(=O)=O)=[CH:7][CH:6]=1.[CH2:55]([O:57][CH2:58][C@H:59]([CH3:62])[CH2:60][OH:61])[CH3:56].C(=O)(O)[O-].[Na+]. Product: [CH2:55]([O:57][CH2:58][C@H:59]([CH3:62])[CH2:60][O:61][CH2:4][C:5]1[CH:10]=[CH:9][C:8]([C@@H:11]2[C@@H:12]([O:28][CH2:29][C:40]3[CH:41]=[CH:42][C:43]4[O:48][CH2:47][CH2:46][N:45]([CH2:49][CH2:50][CH2:51][O:52][CH3:53])[C:44]=4[CH:54]=3)[CH2:13][NH:14][CH2:15][C@H:16]2[OH:17])=[CH:7][CH:6]=1)[CH3:56]. The catalyst class is: 9. (4) Reactant: [H-].[Na+].[O:3]=[C:4]1[C:13]2[C:8](=[CH:9][C:10]([O:14][C:15]3[CH:22]=[CH:21][C:18]([C:19]#[N:20])=[CH:17][N:16]=3)=[CH:11][CH:12]=2)[CH2:7][CH2:6][NH:5]1.[CH2:23](Br)[CH:24]=[CH2:25]. Product: [CH2:25]([N:5]1[CH2:6][CH2:7][C:8]2[C:13](=[CH:12][CH:11]=[C:10]([O:14][C:15]3[CH:22]=[CH:21][C:18]([C:19]#[N:20])=[CH:17][N:16]=3)[CH:9]=2)[C:4]1=[O:3])[CH:24]=[CH2:23]. The catalyst class is: 18. (5) Reactant: [OH:1][C@H:2]1[CH2:7][CH2:6][C@H:5]([NH:8][C:9](=O)OC(C)(C)C)[CH2:4][CH2:3]1.[H-].[H-].[H-].[H-].[Li+].[Al+3].[OH-].[Na+].O. Product: [CH3:9][NH:8][C@H:5]1[CH2:6][CH2:7][C@H:2]([OH:1])[CH2:3][CH2:4]1. The catalyst class is: 1.